Dataset: Catalyst prediction with 721,799 reactions and 888 catalyst types from USPTO. Task: Predict which catalyst facilitates the given reaction. Reactant: [S:1]1[C:9]2[C:4](=[N:5][CH:6]=[CH:7][C:8]=2O)[CH:3]=[CH:2]1.P(Cl)(Cl)([Cl:13])=O.[OH-].[Na+]. Product: [Cl:13][C:8]1[CH:7]=[CH:6][N:5]=[C:4]2[CH:3]=[CH:2][S:1][C:9]=12. The catalyst class is: 13.